This data is from Full USPTO retrosynthesis dataset with 1.9M reactions from patents (1976-2016). The task is: Predict the reactants needed to synthesize the given product. (1) Given the product [CH3:1][O:2][C:3](=[O:8])[CH2:4][C:5]([NH:21][C:18]1[CH:17]=[CH:16][C:15]([O:14][CH2:13][C:12]2[CH:22]=[CH:23][CH:24]=[C:10]([F:9])[CH:11]=2)=[CH:20][CH:19]=1)=[O:6], predict the reactants needed to synthesize it. The reactants are: [CH3:1][O:2][C:3](=[O:8])[CH2:4][C:5](Cl)=[O:6].[F:9][C:10]1[CH:11]=[C:12]([CH:22]=[CH:23][CH:24]=1)[CH2:13][O:14][C:15]1[CH:20]=[CH:19][C:18]([NH2:21])=[CH:17][CH:16]=1.Cl. (2) The reactants are: C(O[C:4](=[O:23])[CH:5]=[C:6]([C:13]1[CH:14]=[C:15]2[C:19](=[CH:20][CH:21]=1)[NH:18][C:17]([CH3:22])=[CH:16]2)[C:7]1[CH:12]=[CH:11][CH:10]=[CH:9][CH:8]=1)C.[NH:24]1C2C(=CC=CC=2C(C2C=CC=CC=2)=CC(NC)=O)C=[CH:25]1. Given the product [CH3:25][NH:24][C:4](=[O:23])[CH:5]=[C:6]([C:13]1[CH:14]=[C:15]2[C:19](=[CH:20][CH:21]=1)[NH:18][C:17]([CH3:22])=[CH:16]2)[C:7]1[CH:12]=[CH:11][CH:10]=[CH:9][CH:8]=1, predict the reactants needed to synthesize it. (3) Given the product [N+:1]([O-:4])([OH:3])=[O:2].[Cl:5][C:6]1[CH:11]=[C:10]([Cl:12])[C:9]([F:13])=[CH:8][C:7]=1[C:14]1[O:15][C:16]2[C:21]([C:22](=[O:24])[CH:23]=1)=[C:20]([OH:25])[CH:19]=[C:18]([OH:26])[C:17]=2[C@@H:27]1[CH2:31][CH2:30][N:29]([CH3:32])[C@H:28]1[CH2:33][OH:34], predict the reactants needed to synthesize it. The reactants are: [N+:1]([O-:4])([OH:3])=[O:2].[Cl:5][C:6]1[CH:11]=[C:10]([Cl:12])[C:9]([F:13])=[CH:8][C:7]=1[C:14]1[O:15][C:16]2[C:21]([C:22](=[O:24])[CH:23]=1)=[C:20]([OH:25])[CH:19]=[C:18]([OH:26])[C:17]=2[C@@H:27]1[CH2:31][CH2:30][N:29]([CH3:32])[C@H:28]1[CH2:33][OH:34]. (4) Given the product [F:15][C:10]1[C:11]([O:13][CH3:14])=[N:12][C:7]([CH2:6][C:5]([O-:22])=[O:4])=[N:8][C:9]=1[N:16]1[CH2:17][CH2:18][O:19][CH2:20][CH2:21]1.[Na+:2], predict the reactants needed to synthesize it. The reactants are: [OH-].[Na+:2].C[O:4][C:5](=[O:22])[CH2:6][C:7]1[N:12]=[C:11]([O:13][CH3:14])[C:10]([F:15])=[C:9]([N:16]2[CH2:21][CH2:20][O:19][CH2:18][CH2:17]2)[N:8]=1. (5) Given the product [CH:6](=[O:14])[CH2:7][CH2:8][CH2:9][CH2:10][CH2:11][CH2:12][CH3:13], predict the reactants needed to synthesize it. The reactants are: C(O)CCC.[CH2:6]([OH:14])[CH2:7][CH2:8][CH2:9][CH2:10][CH2:11][CH2:12][CH3:13].